Regression/Classification. Given a drug SMILES string, predict its absorption, distribution, metabolism, or excretion properties. Task type varies by dataset: regression for continuous measurements (e.g., permeability, clearance, half-life) or binary classification for categorical outcomes (e.g., BBB penetration, CYP inhibition). Dataset: hlm. From a dataset of Human liver microsome stability data. (1) The drug is COc1ccc(-c2cc(-c3ccc(NS(C)(=O)=O)cc3)cnc2N)cn1. The result is 0 (unstable in human liver microsomes). (2) The compound is C[C@H]1C[C@H](C(=O)O)CC[C@H]1C(=O)N1CC[C@@]2(S(=O)(=O)c3ccc(F)cc3)c3ccc(C(F)(C(F)(F)F)C(F)(F)F)cc3CC[C@@H]12. The result is 0 (unstable in human liver microsomes). (3) The drug is CC(=O)NC1CCN(Cc2ccc(CCN(C)C(=O)c3ccc(-c4ccc(F)cc4)cc3)cc2)CC1. The result is 1 (stable in human liver microsomes). (4) The result is 0 (unstable in human liver microsomes). The compound is O=C(N[C@@H](Cn1ccnc1)c1ccc(Cl)cc1Cl)c1ccc(-c2nnc(-c3cc(-c4ccccn4)ccc3F)o2)cc1.